This data is from hERG Central: cardiac toxicity at 1µM, 10µM, and general inhibition. The task is: Predict hERG channel inhibition at various concentrations. (1) Results: hERG_inhib (hERG inhibition (general)): blocker. The compound is Cc1cc(/C=C(/C#N)C(=O)Nc2ccc(Cl)cc2)c(C)n1-c1cccnc1. (2) The molecule is O=c1c2ccccc2ncn1CCOCCOc1ccc([N+](=O)[O-])cc1. Results: hERG_inhib (hERG inhibition (general)): blocker. (3) The drug is O=C(N/N=C/c1cn[nH]c1-c1ccc(Cl)cc1)c1ccc([N+](=O)[O-])cc1. Results: hERG_inhib (hERG inhibition (general)): blocker. (4) Results: hERG_inhib (hERG inhibition (general)): blocker. The molecule is OCC1(CCc2ccccc2)CCCN(C/C=C/c2ccccc2)C1. (5) The molecule is OC(c1ccccc1)(c1ccc(Cl)cc1)C1CN2CCC1CC2. Results: hERG_inhib (hERG inhibition (general)): blocker.